This data is from Catalyst prediction with 721,799 reactions and 888 catalyst types from USPTO. The task is: Predict which catalyst facilitates the given reaction. (1) Reactant: [Br:1][C:2]1[CH:3]=[C:4]([CH:8]([OH:13])[CH2:9][CH2:10][CH2:11][CH3:12])[CH:5]=[CH:6][CH:7]=1.O[C:15]1[CH:27]=[CH:26][C:18]([O:19][CH2:20][C:21]([O:23][CH2:24][CH3:25])=[O:22])=[C:17]([CH3:28])[CH:16]=1.C1C=CC(P(C2C=CC=CC=2)C2C=CC=CC=2)=CC=1.C1CCN(C(N=NC(N2CCCCC2)=O)=O)CC1. Product: [Br:1][C:2]1[CH:3]=[C:4]([CH:8]([O:13][C:15]2[CH:27]=[CH:26][C:18]([O:19][CH2:20][C:21]([O:23][CH2:24][CH3:25])=[O:22])=[C:17]([CH3:28])[CH:16]=2)[CH2:9][CH2:10][CH2:11][CH3:12])[CH:5]=[CH:6][CH:7]=1. The catalyst class is: 1. (2) Reactant: [ClH:1].C(OC([N:9]1[CH2:14][CH:13]=[C:12]([C:15]2[CH:16]=[CH:17][C:18]([CH2:21][C@@H:22]([C:34]([O:36][CH3:37])=[O:35])[NH:23][C:24](=[O:33])[C:25]3[C:30]([Cl:31])=[CH:29][CH:28]=[CH:27][C:26]=3[Cl:32])=[N:19][CH:20]=2)[CH2:11][CH2:10]1)=O)(C)(C)C. Product: [ClH:31].[ClH:1].[NH:9]1[CH2:10][CH:11]=[C:12]([C:15]2[CH:16]=[CH:17][C:18]([CH2:21][C@@H:22]([C:34]([O:36][CH3:37])=[O:35])[NH:23][C:24](=[O:33])[C:25]3[C:30]([Cl:31])=[CH:29][CH:28]=[CH:27][C:26]=3[Cl:32])=[N:19][CH:20]=2)[CH2:13][CH2:14]1. The catalyst class is: 5.